From a dataset of CYP2C19 inhibition data for predicting drug metabolism from PubChem BioAssay. Regression/Classification. Given a drug SMILES string, predict its absorption, distribution, metabolism, or excretion properties. Task type varies by dataset: regression for continuous measurements (e.g., permeability, clearance, half-life) or binary classification for categorical outcomes (e.g., BBB penetration, CYP inhibition). Dataset: cyp2c19_veith. The drug is Cc1ccc(N2C(=O)CSC2c2cccnc2)cc1F. The result is 1 (inhibitor).